Dataset: Full USPTO retrosynthesis dataset with 1.9M reactions from patents (1976-2016). Task: Predict the reactants needed to synthesize the given product. (1) Given the product [C:12]([C:9]1[CH:10]=[CH:11][N:6]2[N:5]=[CH:4][C:3]([CH:1]=[N:28][NH:27][S:24]([C:16]3[CH:17]=[C:18]([N+:21]([O-:23])=[O:22])[CH:19]=[CH:20][C:15]=3[CH3:14])(=[O:26])=[O:25])=[C:7]2[CH:8]=1)#[N:13], predict the reactants needed to synthesize it. The reactants are: [CH:1]([C:3]1[CH:4]=[N:5][N:6]2[CH:11]=[CH:10][C:9]([C:12]#[N:13])=[CH:8][C:7]=12)=O.[CH3:14][C:15]1[CH:20]=[CH:19][C:18]([N+:21]([O-:23])=[O:22])=[CH:17][C:16]=1[S:24]([NH:27][NH2:28])(=[O:26])=[O:25]. (2) Given the product [CH3:44][C:45]1[CH:50]=[CH:49][CH:48]=[CH:47][C:46]=1[CH:51]1[CH2:55][CH2:54][CH2:53][N:52]1[C:36]([C:35]1[CH:39]=[CH:40][C:41]([OH:43])=[CH:42][C:34]=1[OH:33])=[O:38], predict the reactants needed to synthesize it. The reactants are: P(F)(F)(F)(F)F.N1(OC(N(C)C)=[N+](C)C)C2N=CC=CC=2N=N1.C(N(C(C)C)CC)(C)C.[OH:33][C:34]1[CH:42]=[C:41]([OH:43])[CH:40]=[CH:39][C:35]=1[C:36]([OH:38])=O.[CH3:44][C:45]1[CH:50]=[CH:49][CH:48]=[CH:47][C:46]=1[CH:51]1[CH2:55][CH2:54][CH2:53][NH:52]1.C([O-])(O)=O.[Na+]. (3) Given the product [C:1]([N:4]1[C:12]2[C:7](=[CH:8][CH:9]=[C:10]([Br:13])[CH:11]=2)[C:6](=[C:25]([OH:26])[C:24]2[CH:23]=[CH:22][C:21]([CH2:20][CH2:19][C:17]([O:16][CH3:15])=[O:18])=[CH:29][CH:28]=2)[C:5]1=[O:14])(=[O:3])[CH3:2], predict the reactants needed to synthesize it. The reactants are: [C:1]([N:4]1[C:12]2[C:7](=[CH:8][CH:9]=[C:10]([Br:13])[CH:11]=2)[CH2:6][C:5]1=[O:14])(=[O:3])[CH3:2].[CH3:15][O:16][C:17]([CH2:19][CH2:20][C:21]1[CH:29]=[CH:28][C:24]([C:25](O)=[O:26])=[CH:23][CH:22]=1)=[O:18]. (4) Given the product [NH2:1][C:2]1[N:9]=[C:8]([C:10]2[CH:15]=[CH:14][CH:13]=[CH:12][C:11]=2[O:16][CH2:17][C:18]2[CH:23]=[CH:22][C:21]([O:24][CH3:25])=[CH:20][CH:19]=2)[CH:7]=[C:6]([C:26]2[CH:31]=[CH:30][C:29]([NH2:32])=[C:28]([O:35][CH2:36][CH2:37][N:38]3[CH2:43][CH2:42][CH2:41][CH2:40][CH2:39]3)[CH:27]=2)[C:3]=1[C:4]#[N:5], predict the reactants needed to synthesize it. The reactants are: [NH2:1][C:2]1[N:9]=[C:8]([C:10]2[CH:15]=[CH:14][CH:13]=[CH:12][C:11]=2[O:16][CH2:17][C:18]2[CH:23]=[CH:22][C:21]([O:24][CH3:25])=[CH:20][CH:19]=2)[CH:7]=[C:6]([C:26]2[CH:31]=[CH:30][C:29]([N+:32]([O-])=O)=[C:28]([O:35][CH2:36][CH2:37][N:38]3[CH2:43][CH2:42][CH2:41][CH2:40][CH2:39]3)[CH:27]=2)[C:3]=1[C:4]#[N:5].Cl[Sn]Cl. (5) Given the product [Cl:2][C:3]1[CH:4]=[C:5]([CH2:10][C:11]([N:22]2[CH2:23][CH2:28][N:20]3[CH2:17][CH2:18][CH2:19][CH2:14][C@H:21]23)=[O:13])[CH:6]=[CH:7][C:8]=1[Cl:9], predict the reactants needed to synthesize it. The reactants are: Br.[Cl:2][C:3]1[CH:4]=[C:5]([CH2:10][C:11]([OH:13])=O)[CH:6]=[CH:7][C:8]=1[Cl:9].[CH2:14]1[CH2:19][CH2:18][CH:17]([N:20]=[C:21]=[N:22][CH:23]2[CH2:28]CCCC2)CC1.CCN(CC)CC. (6) Given the product [OH:19][C@@H:3]1[C@@H:2]([NH:1][C:38]([C@@H:33]([NH:32][C:30]([C:22]2[O:23][C:24]3[C:25](=[N:26][CH:27]=[CH:28][CH:29]=3)[C:21]=2[CH3:20])=[O:31])[CH2:34][CH:35]([CH3:37])[CH3:36])=[O:39])[CH2:8][CH2:7][C@@H:6]([CH3:9])[N:5]([S:10]([C:13]2[CH:18]=[CH:17][CH:16]=[CH:15][N:14]=2)(=[O:12])=[O:11])[CH2:4]1, predict the reactants needed to synthesize it. The reactants are: [NH2:1][C@H:2]1[CH2:8][CH2:7][C@@H:6]([CH3:9])[N:5]([S:10]([C:13]2[CH:18]=[CH:17][CH:16]=[CH:15][N:14]=2)(=[O:12])=[O:11])[CH2:4][C@@H:3]1[OH:19].[CH3:20][C:21]1[C:25]2=[N:26][CH:27]=[CH:28][CH:29]=[C:24]2[O:23][C:22]=1[C:30]([NH:32][C@H:33]([C:38](O)=[O:39])[CH2:34][CH:35]([CH3:37])[CH3:36])=[O:31].CN1CCOCC1.CCN=C=NCCCN(C)C.Cl.